Predict which catalyst facilitates the given reaction. From a dataset of Catalyst prediction with 721,799 reactions and 888 catalyst types from USPTO. (1) Reactant: [Cl:1][C:2]1[CH:10]=[CH:9][C:8]2[NH:7][C:6]3[CH2:11][CH2:12][N:13]([CH3:15])[CH2:14][C:5]=3[C:4]=2[CH:3]=1.[F:16][C:17]([F:27])([F:26])[C:18]1[CH:23]=[CH:22][N:21]=[CH:20][C:19]=1[CH:24]=[CH2:25].[OH-].[K+]. Product: [Cl:1][C:2]1[CH:10]=[CH:9][C:8]2[N:7]([CH2:25][CH2:24][C:19]3[CH:20]=[N:21][CH:22]=[CH:23][C:18]=3[C:17]([F:27])([F:16])[F:26])[C:6]3[CH2:11][CH2:12][N:13]([CH3:15])[CH2:14][C:5]=3[C:4]=2[CH:3]=1. The catalyst class is: 37. (2) Reactant: [ClH:1].C([N:9]1[CH2:14][CH2:13][C:12]2([CH2:23][C:22](=[O:24])[C:21]3[C:16](=[CH:17][C:18]([F:25])=[CH:19][CH:20]=3)[O:15]2)[CH2:11][CH2:10]1)(OC(C)(C)C)=[O:3]. Product: [OH2:3].[ClH:1].[F:25][C:18]1[CH:17]=[C:16]2[C:21]([C:22](=[O:24])[CH2:23][C:12]3([O:15]2)[CH2:13][CH2:14][NH:9][CH2:10][CH2:11]3)=[CH:20][CH:19]=1. The catalyst class is: 32. (3) Reactant: CC1(C)C2C(=C(P(C3C=CC=CC=3)C3C=CC=CC=3)C=CC=2)OC2C(P(C3C=CC=CC=3)C3C=CC=CC=3)=CC=CC1=2.[CH2:43]([O:50][C:51]1[CH:52]=[C:53]2[C:58](=[CH:59][CH:60]=1)[N:57]=[CH:56][C:55](Br)=[CH:54]2)[C:44]1[CH:49]=[CH:48][CH:47]=[CH:46][CH:45]=1.[CH3:62][N:63]1[CH2:69][CH2:68][CH2:67][NH:66][CH2:65][CH2:64]1.CC([O-])(C)C.[K+]. Product: [CH2:43]([O:50][C:51]1[CH:52]=[C:53]2[C:58](=[CH:59][CH:60]=1)[N:57]=[CH:56][C:55]([N:66]1[CH2:67][CH2:68][CH2:69][N:63]([CH3:62])[CH2:64][CH2:65]1)=[CH:54]2)[C:44]1[CH:49]=[CH:48][CH:47]=[CH:46][CH:45]=1. The catalyst class is: 101.